From a dataset of Full USPTO retrosynthesis dataset with 1.9M reactions from patents (1976-2016). Predict the reactants needed to synthesize the given product. (1) Given the product [OH:8][C:9]1[CH:18]=[C:17]2[C:12]([CH2:13][CH2:14][CH:15]([C:19]([O:21][CH2:22][CH3:23])=[O:20])[O:16]2)=[CH:11][C:10]=1[O:25][CH3:26], predict the reactants needed to synthesize it. The reactants are: C([O:8][C:9]1[CH:18]=[C:17]2[C:12]([C:13](=O)[CH:14]=[C:15]([C:19]([O:21][CH2:22][CH3:23])=[O:20])[O:16]2)=[CH:11][C:10]=1[O:25][CH3:26])C1C=CC=CC=1. (2) The reactants are: [CH3:1][C@@H:2]([C@@H:8]1[C@@:12]2([CH3:27])[CH2:13][CH2:14][C@@H:15]3[C@@:20]4([CH3:26])[CH2:21][CH2:22][C@@H:23]([OH:25])[CH2:24][C@H:19]4[CH2:18][CH2:17][C@H:16]3[C@@H:11]2[CH2:10][CH2:9]1)[CH2:3][CH2:4][C:5](O)=[O:6].C(OC(Cl)=O)C(C)C.C(N(CC)CC)C.[CH2:43]([NH:61][CH2:62][CH2:63][CH2:64][CH2:65][CH2:66][CH2:67][CH2:68][CH2:69][CH2:70][CH2:71][CH2:72][CH2:73][CH2:74][CH2:75][CH2:76][CH2:77][CH2:78][CH3:79])[CH2:44][CH2:45][CH2:46][CH2:47][CH2:48][CH2:49][CH2:50][CH2:51][CH2:52][CH2:53][CH2:54][CH2:55][CH2:56][CH2:57][CH2:58][CH2:59][CH3:60]. Given the product [CH2:62]([N:61]([CH2:43][CH2:44][CH2:45][CH2:46][CH2:47][CH2:48][CH2:49][CH2:50][CH2:51][CH2:52][CH2:53][CH2:54][CH2:55][CH2:56][CH2:57][CH2:58][CH2:59][CH3:60])[C:5](=[O:6])[CH2:4][CH2:3][CH:2]([CH:8]1[C:12]2([CH3:27])[CH:11]([CH:16]3[CH:15]([CH2:14][CH2:13]2)[C:20]2([CH3:26])[CH:19]([CH2:24][CH:23]([OH:25])[CH2:22][CH2:21]2)[CH2:18][CH2:17]3)[CH2:10][CH2:9]1)[CH3:1])[CH2:63][CH2:64][CH2:65][CH2:66][CH2:67][CH2:68][CH2:69][CH2:70][CH2:71][CH2:72][CH2:73][CH2:74][CH2:75][CH2:76][CH2:77][CH2:78][CH3:79], predict the reactants needed to synthesize it. (3) Given the product [N+:19]([C:22]1[CH:23]=[CH:24][C:25]([NH:1][C:2]2[CH:11]=[C:10]3[C:5]([CH:6]=[CH:7][CH:8]=[C:9]3[N:12]3[CH2:17][CH2:16][N:15]([CH3:18])[CH2:14][CH2:13]3)=[CH:4][CH:3]=2)=[N:26][CH:27]=1)([O-:21])=[O:20], predict the reactants needed to synthesize it. The reactants are: [NH2:1][C:2]1[CH:11]=[C:10]2[C:5]([CH:6]=[CH:7][CH:8]=[C:9]2[N:12]2[CH2:17][CH2:16][N:15]([CH3:18])[CH2:14][CH2:13]2)=[CH:4][CH:3]=1.[N+:19]([C:22]1[CH:23]=[CH:24][C:25](Cl)=[N:26][CH:27]=1)([O-:21])=[O:20]. (4) Given the product [N:5]1[CH:6]=[CH:7][C:2]([NH:1][C:12]2[N:13]=[CH:14][C:15]3[CH:21]=[C:20]([C:22]4[CH:23]=[C:24]([O:30][CH3:31])[CH:25]=[C:26]([O:28][CH3:29])[CH:27]=4)[C:19](=[O:32])[N:18]([CH2:33][CH3:34])[C:16]=3[N:17]=2)=[CH:3][CH:4]=1, predict the reactants needed to synthesize it. The reactants are: [NH2:1][C:2]1[CH:7]=[CH:6][N:5]=[CH:4][CH:3]=1.[NH2-].[Li+].CS[C:12]1[N:13]=[CH:14][C:15]2[CH:21]=[C:20]([C:22]3[CH:27]=[C:26]([O:28][CH3:29])[CH:25]=[C:24]([O:30][CH3:31])[CH:23]=3)[C:19](=[O:32])[N:18]([CH2:33][CH3:34])[C:16]=2[N:17]=1.O. (5) The reactants are: [CH2:1]([C:3]1[CH:8]=[CH:7][C:6]([CH2:9][C:10]2[C:11](=[O:19])[NH:12][NH:13][C:14]=2[C:15]([F:18])([F:17])[F:16])=[CH:5][CH:4]=1)[CH3:2].[Si:20](Cl)([C:23]([CH3:26])([CH3:25])[CH3:24])([CH3:22])[CH3:21].N1C=CN=C1.O. Given the product [Si:20]([O:19][C:11]1[C:10]([CH2:9][C:6]2[CH:7]=[CH:8][C:3]([CH2:1][CH3:2])=[CH:4][CH:5]=2)=[C:14]([C:15]([F:17])([F:18])[F:16])[NH:13][N:12]=1)([C:23]([CH3:26])([CH3:25])[CH3:24])([CH3:22])[CH3:21], predict the reactants needed to synthesize it. (6) Given the product [C:26]([O:25][C:23]([N:19]1[CH2:20][CH2:21][N:22]2[C:10](=[O:11])[N:9]([C:4]3[CH:3]=[C:2]([Cl:1])[CH:7]=[C:6]([Cl:8])[CH:5]=3)[C:15](=[O:14])[CH:17]2[CH2:18]1)=[O:24])([CH3:29])([CH3:28])[CH3:27], predict the reactants needed to synthesize it. The reactants are: [Cl:1][C:2]1[CH:3]=[C:4]([N:9]=[C:10]=[O:11])[CH:5]=[C:6]([Cl:8])[CH:7]=1.C([O:14][C:15]([CH:17]1[NH:22][CH2:21][CH2:20][N:19]([C:23]([O:25][C:26]([CH3:29])([CH3:28])[CH3:27])=[O:24])[CH2:18]1)=O)C.C(=O)([O-])[O-].[K+].[K+]. (7) Given the product [C:1]([O:4][CH2:5][CH:6]([O:14][C:12](=[O:13])[CH3:11])[CH3:7])(=[O:3])[CH3:2], predict the reactants needed to synthesize it. The reactants are: [C:1]([O:4][CH2:5][CH:6]=[CH2:7])(=[O:3])[CH3:2].CC([CH2:11][C:12]([OH:14])=[O:13])=O. (8) Given the product [B-:39]1([F:41])([F:40])[N+:1]2=[CH:4][CH:5]=[CH:6][C:7]2=[CH:10][C:16]2[N:12]1[CH:13]=[CH:14][CH:15]=2, predict the reactants needed to synthesize it. The reactants are: [N+:1]([C:4]1C=[CH:10][C:7](C=O)=[CH:6][CH:5]=1)([O-])=O.[NH:12]1[CH:16]=[CH:15][CH:14]=[CH:13]1.ClN1C(=O)CCC1=O.ClC1C(=O)C(C#N)=C(C#N)C(=O)C=1Cl.[B:39](F)([F:41])[F:40].CCOCC. (9) Given the product [Cl:7][C:8]1[C:16]([Cl:17])=[C:15]2[C:11]([CH2:12][C:13]([CH:20]3[CH2:24][CH2:23][CH2:22][CH2:21]3)([CH3:19])[C:14]2=[O:18])=[CH:10][C:9]=1[O:25][S:33]([C:36]([F:39])([F:38])[F:37])(=[O:35])=[O:34], predict the reactants needed to synthesize it. The reactants are: C(=O)([O-])[O-].[Cs+].[Cs+].[Cl:7][C:8]1[C:16]([Cl:17])=[C:15]2[C:11]([CH2:12][C:13]([CH:20]3[CH2:24][CH2:23][CH2:22][CH2:21]3)([CH3:19])[C:14]2=[O:18])=[CH:10][C:9]=1[OH:25].C1C=CC(N[S:33]([C:36]([F:39])([F:38])[F:37])(=[O:35])=[O:34])=CC=1. (10) Given the product [CH3:24][O:25][C:26]1[CH:31]=[CH:30][C:29]([O:32][CH3:33])=[CH:28][C:27]=1[S:34]([NH:1][C@H:2]1[CH2:6][N:5]([C:7]([O:9][C:10]([CH3:13])([CH3:12])[CH3:11])=[O:8])[C@@H:4]([CH3:14])[CH2:3]1)(=[O:35])=[O:36], predict the reactants needed to synthesize it. The reactants are: [NH2:1][C@H:2]1[CH2:6][N:5]([C:7]([O:9][C:10]([CH3:13])([CH3:12])[CH3:11])=[O:8])[C@@H:4]([CH3:14])[CH2:3]1.CCN(C(C)C)C(C)C.[CH3:24][O:25][C:26]1[CH:31]=[CH:30][C:29]([O:32][CH3:33])=[CH:28][C:27]=1[S:34](Cl)(=[O:36])=[O:35].